From a dataset of Full USPTO retrosynthesis dataset with 1.9M reactions from patents (1976-2016). Predict the reactants needed to synthesize the given product. (1) The reactants are: [Br:1][C:2]1[CH:3]=[C:4]2[C:8](=[CH:9][CH:10]=1)[NH:7][CH:6]=[CH:5]2.F[C:12]1[CH:19]=[CH:18][CH:17]=[CH:16][C:13]=1[C:14]#[N:15]. Given the product [Br:1][C:2]1[CH:3]=[C:4]2[C:8](=[CH:9][CH:10]=1)[N:7]([C:12]1[CH:19]=[CH:18][CH:17]=[CH:16][C:13]=1[C:14]#[N:15])[CH:6]=[CH:5]2, predict the reactants needed to synthesize it. (2) Given the product [Cl:1][C:2]1[N:3]=[C:4]([C:9]([NH:11][C@H:12]2[CH2:17][CH2:16][N:15]([C:18]3[O:19][C:20]([C:24]([OH:26])=[O:25])=[C:21]([CH3:23])[N:22]=3)[CH2:14][C@H:13]2[O:29][CH3:30])=[O:10])[NH:5][C:6]=1[CH2:7][CH3:8], predict the reactants needed to synthesize it. The reactants are: [Cl:1][C:2]1[N:3]=[C:4]([C:9]([NH:11][C@H:12]2[CH2:17][CH2:16][N:15]([C:18]3[O:19][C:20]([C:24]([O:26]CC)=[O:25])=[C:21]([CH3:23])[N:22]=3)[CH2:14][C@H:13]2[O:29][CH3:30])=[O:10])[NH:5][C:6]=1[CH2:7][CH3:8].[OH-].[Li+].CO. (3) Given the product [CH3:14][C:5]1[CH:6]=[CH:7][CH:8]=[C:9]2[C:4]=1[N:3]=[C:2]([N:15]1[CH2:19][CH2:18][CH2:17][CH2:16]1)[C:11]([CH2:12][OH:13])=[CH:10]2, predict the reactants needed to synthesize it. The reactants are: Cl[C:2]1[C:11]([CH2:12][OH:13])=[CH:10][C:9]2[C:4](=[C:5]([CH3:14])[CH:6]=[CH:7][CH:8]=2)[N:3]=1.[NH:15]1[CH2:19][CH2:18][CH2:17][CH2:16]1. (4) Given the product [Na:6][Na:13].[SH:15][CH2:16][C:17]1([CH2:20][C:21]([OH:23])=[O:22])[CH2:19][CH2:18]1, predict the reactants needed to synthesize it. The reactants are: CC(C)([O-])C.[Na+:6].[Na].CS([O-])(=O)=O.[Na+:13].[Na+:13].[SH:15][CH2:16][C:17]1([CH2:20][C:21]([O-:23])=[O:22])[CH2:19][CH2:18]1.[SH:15][CH2:16][C:17]1([CH2:20][C:21]([O-:23])=[O:22])[CH2:19][CH2:18]1.[Cl-].[Na+]. (5) Given the product [NH:30]1[CH:34]=[CH:33][N:32]=[C:31]1[CH2:35][N:13]1[CH2:12][CH2:11][N:10]([C:14]2[CH:23]=[CH:22][C:21]([O:24][CH3:25])=[C:20]3[C:15]=2[CH:16]=[CH:17][C:18]([C:26]([F:29])([F:27])[F:28])=[N:19]3)[CH2:9][C@@H:8]1[CH2:1][C:2]1[CH:7]=[CH:6][CH:5]=[CH:4][CH:3]=1, predict the reactants needed to synthesize it. The reactants are: [CH2:1]([C@@H:8]1[NH:13][CH2:12][CH2:11][N:10]([C:14]2[CH:23]=[CH:22][C:21]([O:24][CH3:25])=[C:20]3[C:15]=2[CH:16]=[CH:17][C:18]([C:26]([F:29])([F:28])[F:27])=[N:19]3)[CH2:9]1)[C:2]1[CH:7]=[CH:6][CH:5]=[CH:4][CH:3]=1.[NH:30]1[CH:34]=[CH:33][N:32]=[C:31]1[CH:35]=O. (6) The reactants are: [Br:1][C:2]1[S:11][C:5]2[N:6]=[CH:7][N:8]=[C:9](Cl)[C:4]=2[CH:3]=1.[Cl:12][C:13]1[CH:14]=[C:15]([CH:17]=[CH:18][C:19]=1[O:20][CH2:21][C:22]1[CH:27]=[CH:26][CH:25]=[C:24]([F:28])[CH:23]=1)[NH2:16].C(N(CC)CC)C. Given the product [Br:1][C:2]1[S:11][C:5]2[N:6]=[CH:7][N:8]=[C:9]([NH:16][C:15]3[CH:17]=[CH:18][C:19]([O:20][CH2:21][C:22]4[CH:27]=[CH:26][CH:25]=[C:24]([F:28])[CH:23]=4)=[C:13]([Cl:12])[CH:14]=3)[C:4]=2[CH:3]=1, predict the reactants needed to synthesize it. (7) Given the product [O:1]([C:9]1[CH:10]=[CH:11][C:12]2[CH2:13][C@H:14]3[N:26]([CH2:27][CH2:28][CH2:29][NH2:30])[CH2:25][CH2:24][C@:20]45[C:21]=2[C:22]=1[O:23][CH:19]4[CH:18]([O:31][Si:32]([C:35]([CH3:38])([CH3:37])[CH3:36])([CH3:33])[CH3:34])[CH:17]=[CH:16][C@@H:15]35)[Si:2]([C:5]([CH3:8])([CH3:7])[CH3:6])([CH3:4])[CH3:3], predict the reactants needed to synthesize it. The reactants are: [O:1]([C:9]1[CH:10]=[CH:11][C:12]2[CH2:13][C@H:14]3[N:26]([CH2:27][CH2:28][C:29]#[N:30])[CH2:25][CH2:24][C@:20]45[C:21]=2[C:22]=1[O:23][CH:19]4[CH:18]([O:31][Si:32]([C:35]([CH3:38])([CH3:37])[CH3:36])([CH3:34])[CH3:33])[CH:17]=[CH:16][C@@H:15]35)[Si:2]([C:5]([CH3:8])([CH3:7])[CH3:6])([CH3:4])[CH3:3].[H-].[Al+3].[Li+].[H-].[H-].[H-].[OH-].[Na+]. (8) Given the product [F:20][C:16]1[CH:17]=[CH:18][C:19]([S:2]([Cl:1])(=[O:5])=[O:3])=[C:14]([CH:12]2[CH2:11][N:10]([C:8](=[O:9])[C:7]([F:6])([F:21])[F:22])[CH2:13]2)[CH:15]=1, predict the reactants needed to synthesize it. The reactants are: [Cl:1][S:2]([OH:5])(=O)=[O:3].[F:6][C:7]([F:22])([F:21])[C:8]([N:10]1[CH2:13][CH:12]([C:14]2[CH:19]=[CH:18][CH:17]=[C:16]([F:20])[CH:15]=2)[CH2:11]1)=[O:9]. (9) The reactants are: [CH3:1][O:2][C:3]1[CH:10]=[CH:9][CH:8]=[CH:7][C:4]=1[CH2:5][NH2:6].[C:11]([O:15][C:16](OC([O-])=O)=[O:17])([CH3:14])([CH3:13])[CH3:12]. Given the product [CH3:1][O:2][C:3]1[CH:10]=[CH:9][CH:8]=[CH:7][C:4]=1[CH2:5][NH:6][C:16](=[O:17])[O:15][C:11]([CH3:14])([CH3:13])[CH3:12], predict the reactants needed to synthesize it. (10) Given the product [CH3:1][N:2]([CH2:13][C:14]1[N:18]([CH2:19][CH:20]2[O:25][CH2:24][CH2:23][N:22]([CH3:30])[CH2:21]2)[C:17]2[CH:26]=[CH:27][CH:28]=[CH:29][C:16]=2[N:15]=1)[CH:3]1[C:12]2[N:11]=[CH:10][CH:9]=[CH:8][C:7]=2[CH2:6][CH2:5][CH2:4]1, predict the reactants needed to synthesize it. The reactants are: [CH3:1][N:2]([CH2:13][C:14]1[N:18]([CH2:19][CH:20]2[O:25][CH2:24][CH2:23][NH:22][CH2:21]2)[C:17]2[CH:26]=[CH:27][CH:28]=[CH:29][C:16]=2[N:15]=1)[CH:3]1[C:12]2[N:11]=[CH:10][CH:9]=[CH:8][C:7]=2[CH2:6][CH2:5][CH2:4]1.[CH3:30]N(CC1N(CC2CCCN(C)C2)C2C=CC=CC=2N=1)C1C2N=CC=CC=2CCC1.